Dataset: Reaction yield outcomes from USPTO patents with 853,638 reactions. Task: Predict the reaction yield, written as a fraction of the theoretical maximum amount of product (1.0 means a 100% yield; for example, 0.34 means a 34% yield). (1) The yield is 0.720. The product is [CH3:1][O:2][C:3](=[O:33])[C:4]1[CH:9]=[CH:8][C:7]([CH2:10][N:11]2[CH:15]=[C:14]([C:16]3[CH:21]=[CH:20][C:19]([Cl:22])=[CH:18][C:17]=3[Cl:23])[N:13]=[C:12]2/[CH:24]=[CH:25]/[C:26]2[CH:31]=[CH:30][C:29]([C:36]3[CH:35]=[N:34][CH:39]=[CH:38][CH:37]=3)=[CH:28][CH:27]=2)=[CH:6][CH:5]=1. The reactants are [CH3:1][O:2][C:3](=[O:33])[C:4]1[CH:9]=[CH:8][C:7]([CH2:10][N:11]2[CH:15]=[C:14]([C:16]3[CH:21]=[CH:20][C:19]([Cl:22])=[CH:18][C:17]=3[Cl:23])[N:13]=[C:12]2/[CH:24]=[CH:25]/[C:26]2[CH:31]=[CH:30][C:29](Br)=[CH:28][CH:27]=2)=[CH:6][CH:5]=1.[N:34]1[CH:39]=[CH:38][CH:37]=[CH:36][C:35]=1B(O)O. No catalyst specified. (2) The reactants are Br.[N:2]1[CH:3]=[CH:4][N:5]2[C:14]=1[C:13]1[CH:12]=[CH:11][CH:10]=[CH:9][C:8]=1[N:7]=[C:6]2[NH2:15].[C:16](O)(=[O:23])[C:17]1[CH:22]=[CH:21][CH:20]=[N:19][CH:18]=1.F[P-](F)(F)(F)(F)F.N1(O[P+](N2CCCC2)(N2CCCC2)N2CCCC2)C2C=CC=CC=2N=N1.C(N(CC)C(C)C)(C)C.C([O-])(O)=O.[Na+]. The catalyst is CN(C=O)C. The product is [N:2]1[CH:3]=[CH:4][N:5]2[C:14]=1[C:13]1[CH:12]=[CH:11][CH:10]=[CH:9][C:8]=1[N:7]=[C:6]2[NH:15][C:16](=[O:23])[C:17]1[CH:22]=[CH:21][CH:20]=[N:19][CH:18]=1. The yield is 0.390. (3) The reactants are [C:1]1([CH:7]2[CH2:12][CH2:11][CH2:10][C:9](=[N:13]O)[CH2:8]2)[CH:6]=[CH:5][CH:4]=[CH:3][CH:2]=1.[H-].[Al+3].[Li+].[H-].[H-].[H-].O.[OH-].[Na+]. The catalyst is C1COCC1.CCOC(C)=O. The product is [C:1]1([CH:7]2[CH2:12][CH2:11][CH2:10][CH:9]([NH2:13])[CH2:8]2)[CH:6]=[CH:5][CH:4]=[CH:3][CH:2]=1. The yield is 0.740.